This data is from Catalyst prediction with 721,799 reactions and 888 catalyst types from USPTO. The task is: Predict which catalyst facilitates the given reaction. (1) Reactant: [CH3:1][O:2][C:3]([CH3:18])([CH3:17])[C@@H:4]([C:12]([N:14]([CH3:16])[CH3:15])=[O:13])[NH:5][C:6]1[CH2:10][S:9][C:8](=[O:11])[N:7]=1.[F:19][C:20]([F:41])([F:40])[C:21]1[CH:35]=[C:34]([C:36]([F:39])([F:38])[F:37])[CH:33]=[CH:32][C:22]=1[CH2:23][N:24]1[CH2:29][CH2:28][CH:27]([CH:30]=O)[CH2:26][CH2:25]1.C([O-])(=O)C.[NH2+]1CCCCC1. Product: [F:41][C:20]([F:19])([F:40])[C:21]1[CH:35]=[C:34]([C:36]([F:39])([F:38])[F:37])[CH:33]=[CH:32][C:22]=1[CH2:23][N:24]1[CH2:29][CH2:28][CH:27](/[CH:30]=[C:10]2/[C:6]([NH:5][C@H:4]([C:12]([N:14]([CH3:15])[CH3:16])=[O:13])[C:3]([O:2][CH3:1])([CH3:18])[CH3:17])=[N:7][C:8](=[O:11])[S:9]/2)[CH2:26][CH2:25]1. The catalyst class is: 41. (2) Reactant: [F:1][C:2]1[CH:7]=[CH:6][C:5]([F:8])=[CH:4][C:3]=1[C:9]1[C:18]([CH3:19])=[C:17]([N:20]2[C:28]3[C:23](=[CH:24][CH:25]=[C:26](I)[CH:27]=3)[C:22]([CH3:31])([CH3:30])[CH2:21]2)[C:16]2[C:11](=[CH:12][C:13]([F:32])=[CH:14][CH:15]=2)[N:10]=1.[NH:33]1[CH2:38][CH2:37][O:36][CH2:35][CH2:34]1.C1(P(C2CCCCC2)C2C=CC=CC=2C2C(C(C)C)=CC(C(C)C)=CC=2C(C)C)CCCCC1.CC([O-])(C)C.[Na+]. Product: [F:1][C:2]1[CH:7]=[CH:6][C:5]([F:8])=[CH:4][C:3]=1[C:9]1[C:18]([CH3:19])=[C:17]([N:20]2[C:28]3[C:23](=[CH:24][CH:25]=[C:26]([N:33]4[CH2:38][CH2:37][O:36][CH2:35][CH2:34]4)[CH:27]=3)[C:22]([CH3:31])([CH3:30])[CH2:21]2)[C:16]2[C:11](=[CH:12][C:13]([F:32])=[CH:14][CH:15]=2)[N:10]=1. The catalyst class is: 101. (3) Reactant: Cl.[CH3:2][O:3][C:4](=[O:13])[C:5]1[CH:10]=[CH:9][C:8]([OH:11])=[C:7]([NH2:12])[CH:6]=1.C(N(CC)CC)C.[CH3:21][O:22][C:23](=[O:32])[C:24]1[CH:31]=[CH:30][C:27]([CH:28]=O)=[CH:26][CH:25]=1. Product: [OH:11][C:8]1[CH:9]=[CH:10][C:5]([C:4]([O:3][CH3:2])=[O:13])=[CH:6][C:7]=1[N:12]=[CH:28][C:27]1[CH:26]=[CH:25][C:24]([C:23]([O:22][CH3:21])=[O:32])=[CH:31][CH:30]=1. The catalyst class is: 5. (4) Reactant: [CH3:1][O:2][C:3](=[O:13])[CH2:4][CH2:5][C:6]1[CH:11]=[CH:10][CH:9]=[C:8]([OH:12])[CH:7]=1.[CH3:14][O:15][C:16](=[O:27])[CH2:17][CH2:18][C:19]1[CH:24]=[CH:23][CH:22]=[C:21]([OH:25])[C:20]=1[Br:26]. Product: [CH3:14][O:15][C:16](=[O:27])[CH2:17][CH2:18][C:19]1[CH:24]=[CH:23][CH:22]=[C:21]([OH:25])[C:20]=1[Br:26].[CH3:1][O:2][C:3](=[O:13])[CH2:4][CH2:5][C:6]1[CH:11]=[CH:10][C:9]([Br:26])=[C:8]([OH:12])[CH:7]=1. The catalyst class is: 2. (5) Reactant: [C:1]([C:3]1[CH:4]=[C:5]([CH:8]=[CH:9][CH:10]=1)[CH2:6][OH:7])#[N:2].C(N(CC)CC)C.[CH3:18][S:19](Cl)(=[O:21])=[O:20]. Product: [CH3:18][S:19]([O:7][CH2:6][C:5]1[CH:8]=[CH:9][CH:10]=[C:3]([C:1]#[N:2])[CH:4]=1)(=[O:21])=[O:20]. The catalyst class is: 4. (6) Reactant: C(O)(C(F)(F)F)=O.C(OC(=O)[NH:14][C:15]1[C:24]2[C:19](=[CH:20][CH:21]=[CH:22][CH:23]=2)[C:18]([O:25][C:26]2[CH:31]=[CH:30][N:29]=[C:28]([NH:32][C:33]3[CH:38]=[C:37]([C:39](=[O:49])[NH:40][CH2:41][CH2:42][N:43]4[CH2:48][CH2:47][O:46][CH2:45][CH2:44]4)[CH:36]=[C:35]([C:50]#[CH:51])[CH:34]=3)[N:27]=2)=[CH:17][CH:16]=1)(C)(C)C.O.C([O-])([O-])=O.[K+].[K+]. Product: [NH2:14][C:15]1[C:24]2[C:19](=[CH:20][CH:21]=[CH:22][CH:23]=2)[C:18]([O:25][C:26]2[CH:31]=[CH:30][N:29]=[C:28]([NH:32][C:33]3[CH:38]=[C:37]([CH:36]=[C:35]([C:50]#[CH:51])[CH:34]=3)[C:39]([NH:40][CH2:41][CH2:42][N:43]3[CH2:48][CH2:47][O:46][CH2:45][CH2:44]3)=[O:49])[N:27]=2)=[CH:17][CH:16]=1. The catalyst class is: 2. (7) Reactant: [NH:1]1[C:9]2[C:4](=[CH:5][CH:6]=[CH:7][C:8]=2[C:10]([OH:12])=O)[CH:3]=[CH:2]1.CN(C(ON1N=NC2C=CC=CC1=2)=[N+](C)C)C.[B-](F)(F)(F)F.C(N(CC)C(C)C)(C)C.[C:44]([C:48]1[CH:65]=[CH:64][C:51]([CH2:52][NH:53][CH2:54][CH2:55][C:56]2[CH:61]=[CH:60][C:59]([O:62][CH3:63])=[CH:58][CH:57]=2)=[CH:50][CH:49]=1)([CH3:47])([CH3:46])[CH3:45]. Product: [C:44]([C:48]1[CH:65]=[CH:64][C:51]([CH2:52][N:53]([CH2:54][CH2:55][C:56]2[CH:57]=[CH:58][C:59]([O:62][CH3:63])=[CH:60][CH:61]=2)[C:10]([C:8]2[CH:7]=[CH:6][CH:5]=[C:4]3[C:9]=2[NH:1][CH:2]=[CH:3]3)=[O:12])=[CH:50][CH:49]=1)([CH3:47])([CH3:45])[CH3:46]. The catalyst class is: 18. (8) Reactant: [Cl:1][C:2]1[CH:7]=[CH:6][C:5]([C:8]2[CH:13]=[N:12][C:11](I)=[CH:10][N:9]=2)=[CH:4][CH:3]=1.[C:15]([C:17]1[CH:30]=[CH:29][C:20]([O:21][CH2:22][CH2:23][N:24]2[CH2:28][CH2:27][CH2:26][CH2:25]2)=[CH:19][CH:18]=1)#[CH:16].C(N(CC)CC)C. Product: [Cl:1][C:2]1[CH:7]=[CH:6][C:5]([C:8]2[CH:13]=[N:12][C:11]([C:16]#[C:15][C:17]3[CH:18]=[CH:19][C:20]([O:21][CH2:22][CH2:23][N:24]4[CH2:28][CH2:27][CH2:26][CH2:25]4)=[CH:29][CH:30]=3)=[CH:10][N:9]=2)=[CH:4][CH:3]=1. The catalyst class is: 1. (9) Reactant: C(N(CC)CC)C.[CH:8]([C:10]1[C:18]2[C:13](=[CH:14][CH:15]=[CH:16][CH:17]=2)[N:12](C(OC(C)(C)C)=O)[CH:11]=1)=[O:9].[CH:26](=[N:33][C:34]1[CH:39]=[CH:38][N:37]=[C:36]([O:40][CH3:41])[CH:35]=1)[C:27]1[CH:32]=[CH:31][CH:30]=[CH:29][CH:28]=1. Product: [NH:12]1[C:13]2[C:18](=[CH:17][CH:16]=[CH:15][CH:14]=2)[C:10]([C:8](=[O:9])[CH:26]([NH:33][C:34]2[CH:39]=[CH:38][N:37]=[C:36]([O:40][CH3:41])[CH:35]=2)[C:27]2[CH:28]=[CH:29][CH:30]=[CH:31][CH:32]=2)=[CH:11]1. The catalyst class is: 433.